Dataset: Human liver microsome stability data. Task: Regression/Classification. Given a drug SMILES string, predict its absorption, distribution, metabolism, or excretion properties. Task type varies by dataset: regression for continuous measurements (e.g., permeability, clearance, half-life) or binary classification for categorical outcomes (e.g., BBB penetration, CYP inhibition). Dataset: hlm. (1) The drug is O=C(O)[C@H]1CC[C@H](C(=O)N2CC[C@@]3(S(=O)(=O)c4ccc(F)cc4)c4ccc(C(F)(C(F)(F)F)C(F)(F)F)cc4CC[C@@H]23)CC1. The result is 0 (unstable in human liver microsomes). (2) The drug is CC(C)CCn1c(=O)c(C2=NS(=O)(=O)c3cc(NS(=O)(=O)C4CC4)ccc3N2)c(O)c2cccn21. The result is 0 (unstable in human liver microsomes). (3) The result is 1 (stable in human liver microsomes). The drug is Cn1c(-c2ccncc2)c(C2CCCCC2)c2ccc(C(=O)NC(C)(C)C(=O)Nc3ccc(C=CC(=O)O)cc3)cc21. (4) The drug is COc1cccc2c(C(=O)N3C[C@@H]4CCCN4C[C@@H]3CC(C)C)cn(CC3CCCCC3)c12. The result is 1 (stable in human liver microsomes). (5) The molecule is CC#C[C@@H](Cc1nn[nH]n1)c1ccc(OCc2cc(F)c3scc(-c4ccc(OC)cc4C)c3c2)cc1. The result is 1 (stable in human liver microsomes). (6) The molecule is Cc1c(O)oc2c3c(ccc2c1=O)OC(C)(C)[C@H](OC(=O)C12CCC(C)(C(=O)O1)C2(C)C)[C@@H]3OC(=O)C12CCC(C)(C(=O)O1)C2(C)C. The result is 1 (stable in human liver microsomes). (7) The drug is CS(=O)(=O)Nc1ccc2c(c1)S(=O)(=O)NC(C1=C(O)[C@@H]3[C@H]4CC[C@H](C4)[C@@H]3N(Cc3ccccc3F)C1=O)=N2. The result is 0 (unstable in human liver microsomes).